Regression. Given two drug SMILES strings and cell line genomic features, predict the synergy score measuring deviation from expected non-interaction effect. From a dataset of NCI-60 drug combinations with 297,098 pairs across 59 cell lines. Drug 1: CC1CCC2CC(C(=CC=CC=CC(CC(C(=O)C(C(C(=CC(C(=O)CC(OC(=O)C3CCCCN3C(=O)C(=O)C1(O2)O)C(C)CC4CCC(C(C4)OC)O)C)C)O)OC)C)C)C)OC. Drug 2: CCN(CC)CCNC(=O)C1=C(NC(=C1C)C=C2C3=C(C=CC(=C3)F)NC2=O)C. Cell line: OVCAR-8. Synergy scores: CSS=4.67, Synergy_ZIP=-4.46, Synergy_Bliss=-6.53, Synergy_Loewe=-51.3, Synergy_HSA=-6.12.